From a dataset of Peptide-MHC class I binding affinity with 185,985 pairs from IEDB/IMGT. Regression. Given a peptide amino acid sequence and an MHC pseudo amino acid sequence, predict their binding affinity value. This is MHC class I binding data. (1) The peptide sequence is YLFNQHIKK. The MHC is HLA-A33:01 with pseudo-sequence HLA-A33:01. The binding affinity (normalized) is 0.170. (2) The peptide sequence is STGNYNYKY. The MHC is HLA-A26:01 with pseudo-sequence HLA-A26:01. The binding affinity (normalized) is 0.108. (3) The peptide sequence is QVFKGVVIR. The MHC is HLA-A31:01 with pseudo-sequence HLA-A31:01. The binding affinity (normalized) is 0.573. (4) The peptide sequence is RMYSPTSI. The MHC is HLA-A02:01 with pseudo-sequence HLA-A02:01. The binding affinity (normalized) is 0.280. (5) The MHC is HLA-B27:05 with pseudo-sequence HLA-B27:05. The binding affinity (normalized) is 0.378. The peptide sequence is VRNTGDRPI.